Predict the product of the given reaction. From a dataset of Forward reaction prediction with 1.9M reactions from USPTO patents (1976-2016). (1) Given the reactants COC1C=C(OC)C=C(OC)C=1C[S:6][C:7]1[CH:12]=[CH:11][CH:10]=[CH:9][C:8]=1[C:13]1[CH:18]=[CH:17][CH:16]=[C:15]([OH:19])[CH:14]=1.C(O)(C(F)(F)F)=O.C([SiH](CC)CC)C.C(Cl)Cl, predict the reaction product. The product is: [SH:6][C:7]1[CH:12]=[CH:11][CH:10]=[CH:9][C:8]=1[C:13]1[CH:18]=[CH:17][CH:16]=[C:15]([OH:19])[CH:14]=1. (2) Given the reactants C1(P(C2C=CC=CC=2)C2C=CC=CC=2)C=CC=CC=1.[I:20]I.N1C=CN=C1.[Cl:27][C:28]1[CH:33]=[CH:32][C:31]([C:34]2[CH:39]=[CH:38][CH:37]=[CH:36][C:35]=2[CH2:40]O)=[CH:30][CH:29]=1, predict the reaction product. The product is: [Cl:27][C:28]1[CH:33]=[CH:32][C:31]([C:34]2[CH:39]=[CH:38][CH:37]=[CH:36][C:35]=2[CH2:40][I:20])=[CH:30][CH:29]=1. (3) Given the reactants Cl[C:2]1[N:7]=[C:6]([NH:8][CH3:9])[N:5]=[C:4]([N:10]2[CH2:15][CH2:14][CH:13]([C:16]([NH:18][CH2:19][C:20]3[CH:25]=[CH:24][CH:23]=[CH:22][C:21]=3[C:26]([F:29])([F:28])[F:27])=[O:17])[CH2:12][CH2:11]2)[N:3]=1.C(N(C(C)C)CC)(C)C.[NH2:39][C:40]1[CH:45]=[CH:44][N:43]=[CH:42][CH:41]=1, predict the reaction product. The product is: [CH3:9][NH:8][C:6]1[N:7]=[C:2]([NH:39][C:40]2[CH:45]=[CH:44][N:43]=[CH:42][CH:41]=2)[N:3]=[C:4]([N:10]2[CH2:11][CH2:12][CH:13]([C:16]([NH:18][CH2:19][C:20]3[CH:25]=[CH:24][CH:23]=[CH:22][C:21]=3[C:26]([F:29])([F:27])[F:28])=[O:17])[CH2:14][CH2:15]2)[N:5]=1. (4) Given the reactants Cl[C:2]1[CH:11]=[CH:10][C:9]2[C:4](=[CH:5][CH:6]=[C:7]([OH:13])[C:8]=2[F:12])[N:3]=1.B([C:17]1[CH:25]=[CH:24][C:20]([C:21]([OH:23])=[O:22])=[CH:19][C:18]=1[Cl:26])(O)O.C([O-])(O)=O.[Na+], predict the reaction product. The product is: [Cl:26][C:18]1[CH:19]=[C:20]([CH:24]=[CH:25][C:17]=1[C:2]1[CH:11]=[CH:10][C:9]2[C:4](=[CH:5][CH:6]=[C:7]([OH:13])[C:8]=2[F:12])[N:3]=1)[C:21]([OH:23])=[O:22]. (5) Given the reactants [CH2:1]([O:5][C:6]1[C:7](=[O:18])[O:8][C:9]2[C:16]([OH:17])=[CH:15][CH:14]=[CH:13][C:10]=2[C:11]=1[OH:12])[CH2:2]CC.[C:19]([O:22][CH2:23][CH2:24][CH2:25]Br)(=[O:21])[CH3:20], predict the reaction product. The product is: [CH2:1]([O:5][C:6]1[C:7](=[O:18])[O:8][C:9]2[C:16]([O:17][CH2:25][CH2:24][CH2:23][O:22][C:19](=[O:21])[CH3:20])=[CH:15][CH:14]=[CH:13][C:10]=2[C:11]=1[OH:12])[CH3:2]. (6) The product is: [CH:23]1[CH:22]=[CH:21][C:20]([CH2:26][C@H:27]([OH:31])[C:28]([OH:30])=[O:29])=[CH:25][CH:24]=1. Given the reactants B(F)(F)F.CO.FC(F)(F)C(OC(=O)C(F)(F)F)=O.[C:20]1([CH2:26][CH:27]([OH:31])[C:28]([OH:30])=[O:29])[CH:25]=[CH:24][CH:23]=[CH:22][CH:21]=1.O, predict the reaction product. (7) Given the reactants B(F)(F)F.CCOCC.[N+:10](=[CH:12][C:13](=[O:18])[C:14]([CH3:17])([CH3:16])[CH3:15])=[N-].C(=O)(O)[O-].[Na+].[Cl:24][CH2:25][C:26]#N, predict the reaction product. The product is: [Cl:24][CH2:25][C:26]1[O:18][C:13]([C:14]([CH3:17])([CH3:16])[CH3:15])=[CH:12][N:10]=1.